Dataset: Full USPTO retrosynthesis dataset with 1.9M reactions from patents (1976-2016). Task: Predict the reactants needed to synthesize the given product. The reactants are: C([O:8][CH2:9][CH2:10][C:11]1[N:15]([CH3:16])[N:14]=[C:13]([NH:17][C:18]2[N:23]=[CH:22][C:21]([O:24][CH2:25][C:26]3[C:31]([F:32])=[C:30]([O:33][CH3:34])[CH:29]=[C:28]([O:35][CH3:36])[C:27]=3[F:37])=[CH:20][N:19]=2)[CH:12]=1)C1C=CC=CC=1.B(Br)(Br)Br.C(=O)([O-])O.[Na+]. Given the product [F:37][C:27]1[C:28]([O:35][CH3:36])=[CH:29][C:30]([O:33][CH3:34])=[C:31]([F:32])[C:26]=1[CH2:25][O:24][C:21]1[CH:22]=[N:23][C:18]([NH:17][C:13]2[CH:12]=[C:11]([CH2:10][CH2:9][OH:8])[N:15]([CH3:16])[N:14]=2)=[N:19][CH:20]=1, predict the reactants needed to synthesize it.